From a dataset of Reaction yield outcomes from USPTO patents with 853,638 reactions. Predict the reaction yield, written as a fraction of the theoretical maximum amount of product (1.0 means a 100% yield; for example, 0.34 means a 34% yield). The reactants are Cl.Cl.[CH3:3][Si:4]([CH3:31])([CH3:30])[CH2:5][CH2:6][O:7][CH2:8][N:9]1[C:13]2[N:14]=[CH:15][N:16]=[C:17]([C:18]3[CH:19]=[N:20][N:21]([C:23]4([CH2:27][C:28]#[N:29])[CH2:26][NH:25][CH2:24]4)[CH:22]=3)[C:12]=2[CH:11]=[CH:10]1.Cl[C:33]1[C:46]([F:47])=[CH:45][C:36]([C:37]([NH:39][C@@H:40]([CH:42]2[CH2:44][CH2:43]2)[CH3:41])=[O:38])=[C:35]([F:48])[CH:34]=1.C(=O)([O-])[O-].[Cs+].[Cs+].C1C=CC(P(C2C=CC3C(=CC=CC=3)C=2C2C3C(=CC=CC=3)C=CC=2P(C2C=CC=CC=2)C2C=CC=CC=2)C2C=CC=CC=2)=CC=1.C1(C)C=CC=CC=1. The catalyst is C([O-])(=O)C.[Pd+2].C([O-])(=O)C. The product is [C:28]([CH2:27][C:23]1([N:21]2[CH:22]=[C:18]([C:17]3[C:12]4[CH:11]=[CH:10][N:9]([CH2:8][O:7][CH2:6][CH2:5][Si:4]([CH3:30])([CH3:3])[CH3:31])[C:13]=4[N:14]=[CH:15][N:16]=3)[CH:19]=[N:20]2)[CH2:24][N:25]([C:33]2[C:46]([F:47])=[CH:45][C:36]([C:37]([NH:39][C@@H:40]([CH:42]3[CH2:43][CH2:44]3)[CH3:41])=[O:38])=[C:35]([F:48])[CH:34]=2)[CH2:26]1)#[N:29]. The yield is 0.360.